Dataset: Aqueous solubility values for 9,982 compounds from the AqSolDB database. Task: Regression/Classification. Given a drug SMILES string, predict its absorption, distribution, metabolism, or excretion properties. Task type varies by dataset: regression for continuous measurements (e.g., permeability, clearance, half-life) or binary classification for categorical outcomes (e.g., BBB penetration, CYP inhibition). For this dataset (solubility_aqsoldb), we predict Y. (1) The Y is -2.16 log mol/L. The molecule is CC(C)CC(O)CC(C)C. (2) The compound is O=c1ncc2nccnc2[nH]1. The Y is -2.00 log mol/L. (3) The compound is O=[Cr](=O)(O)O[Cr](=O)(=O)O.c1ccncc1.c1ccncc1. The Y is 0.399 log mol/L. (4) The compound is CCCCCCCCCCCCOC(=O)c1ccc(N)cc1. The Y is -7.80 log mol/L. (5) The Y is -4.48 log mol/L. The compound is CCCCCCCCCCCO. (6) The molecule is CCN(CCO)c1ccc(N=Nc2ccc([N+](=O)[O-])cc2)cc1. The Y is -6.29 log mol/L. (7) The molecule is CCc1ccccn1. The Y is 0.501 log mol/L.